Dataset: Full USPTO retrosynthesis dataset with 1.9M reactions from patents (1976-2016). Task: Predict the reactants needed to synthesize the given product. (1) The reactants are: [CH:1]1([C:7]2[C:8]3[S:27][C:26]([C:28]([O:30][CH3:31])=[O:29])=[CH:25][C:9]=3[NH:10][C:11]=2[C:12]2[CH:17]=[CH:16][CH:15]=[C:14]([N+:18]([O-:20])=[O:19])[C:13]=2[O:21][CH2:22][CH2:23][OH:24])[CH2:6][CH2:5][CH2:4][CH2:3][CH2:2]1.C(N(CC)CC)C.[CH3:39][S:40](Cl)(=[O:42])=[O:41].O. Given the product [CH:1]1([C:7]2[C:8]3[S:27][C:26]([C:28]([O:30][CH3:31])=[O:29])=[CH:25][C:9]=3[NH:10][C:11]=2[C:12]2[CH:17]=[CH:16][CH:15]=[C:14]([N+:18]([O-:20])=[O:19])[C:13]=2[O:21][CH2:22][CH2:23][O:24][S:40]([CH3:39])(=[O:42])=[O:41])[CH2:6][CH2:5][CH2:4][CH2:3][CH2:2]1, predict the reactants needed to synthesize it. (2) The reactants are: Cl[C:2]1[C:7]([C:8]([NH2:10])=[O:9])=[CH:6][N:5]=[C:4]2[CH:11]=[C:12]([C:14]3[CH:19]=[CH:18][C:17]([S:20]([N:23]4[CH2:37][CH2:36][C:26]5([O:31][CH2:30][C:29](=[O:32])[N:28]([CH:33]6[CH2:35][CH2:34]6)[CH2:27]5)[CH2:25][CH2:24]4)(=[O:22])=[O:21])=[CH:16][CH:15]=3)[S:13][C:3]=12. Given the product [CH:33]1([N:28]2[CH2:27][C:26]3([CH2:36][CH2:37][N:23]([S:20]([C:17]4[CH:18]=[CH:19][C:14]([C:12]5[S:13][C:3]6[C:4](=[N:5][CH:6]=[C:7]([C:8]([NH2:10])=[O:9])[CH:2]=6)[CH:11]=5)=[CH:15][CH:16]=4)(=[O:22])=[O:21])[CH2:24][CH2:25]3)[O:31][CH2:30][C:29]2=[O:32])[CH2:34][CH2:35]1, predict the reactants needed to synthesize it. (3) Given the product [C:44]([CH2:43][CH2:42][C:10]1[C:11]([CH2:15][CH2:16][CH2:17][CH2:18][CH2:19][CH2:20][O:21][C:22]2[CH:23]=[C:24]([C:34]3[CH:39]=[CH:38][C:37]([F:40])=[C:36]([F:41])[CH:35]=3)[CH:25]=[C:26]([S:28]([CH2:31][CH2:32][CH3:33])(=[O:29])=[O:30])[CH:27]=2)=[CH:12][CH:13]=[CH:14][C:9]=1[O:8][CH2:7][CH2:6][CH2:5][C:4]([OH:49])=[O:3])([OH:46])=[O:45], predict the reactants needed to synthesize it. The reactants are: C([O:3][C:4](=[O:49])[CH2:5][CH2:6][CH2:7][O:8][C:9]1[CH:14]=[CH:13][CH:12]=[C:11]([CH2:15][CH2:16][CH2:17][CH2:18][CH2:19][CH2:20][O:21][C:22]2[CH:23]=[C:24]([C:34]3[CH:39]=[CH:38][C:37]([F:40])=[C:36]([F:41])[CH:35]=3)[CH:25]=[C:26]([S:28]([CH2:31][CH2:32][CH3:33])(=[O:30])=[O:29])[CH:27]=2)[C:10]=1[CH2:42][CH2:43][C:44]([O:46]CC)=[O:45])C.[OH-].[Na+]. (4) Given the product [CH:14]([C:15]1([CH2:29][C:28]([O:27][CH3:31])=[O:24])[CH2:11][CH2:10][CH2:9][CH2:8][CH2:18][CH2:17][CH2:16]1)=[CH2:13], predict the reactants needed to synthesize it. The reactants are: C(NC(C)C)(C)C.[CH2:8]([Li])[CH2:9][CH2:10][CH3:11].[CH3:13][CH2:14][CH2:15][CH2:16][CH2:17][CH3:18].Cl[Si](C)(C)C.[OH-:24].[Na+].Cl.[O:27]1[CH2:31]C[CH2:29][CH2:28]1. (5) The reactants are: [CH3:1][O:2][C:3]1[CH:42]=[CH:41][C:6]([CH2:7][O:8][C@@H:9]2[C@@H:17]([CH2:18][OH:19])[O:16][CH:15]3[CH:11]([N:12]=[C:13]([N:20]([CH2:28][CH2:29][CH3:30])[C:21](=[O:27])[O:22][C:23]([CH3:26])([CH3:25])[CH3:24])[S:14]3)[C@H:10]2[O:31][CH2:32][C:33]2[CH:38]=[CH:37][C:36]([O:39][CH3:40])=[CH:35][CH:34]=2)=[CH:5][CH:4]=1.C1C(=O)N(Br)C(=O)C1. Given the product [CH:18]([C@H:17]1[O:16][C@H:15]2[C@H:11]([N:12]=[C:13]([N:20]([CH2:28][CH2:29][CH3:30])[C:21](=[O:27])[O:22][C:23]([CH3:24])([CH3:25])[CH3:26])[S:14]2)[C@@H:10]([O:31][CH2:32][C:33]2[CH:38]=[CH:37][C:36]([O:39][CH3:40])=[CH:35][CH:34]=2)[C@@H:9]1[O:8][CH2:7][C:6]1[CH:41]=[CH:42][C:3]([O:2][CH3:1])=[CH:4][CH:5]=1)=[O:19], predict the reactants needed to synthesize it.